From a dataset of Peptide-MHC class II binding affinity with 134,281 pairs from IEDB. Regression. Given a peptide amino acid sequence and an MHC pseudo amino acid sequence, predict their binding affinity value. This is MHC class II binding data. (1) The peptide sequence is TWHYCGSYVTKTSGS. The MHC is HLA-DQA10501-DQB10302 with pseudo-sequence HLA-DQA10501-DQB10302. The binding affinity (normalized) is 0.399. (2) The peptide sequence is EIYNMVKFRMIAGQE. The MHC is HLA-DQA10101-DQB10501 with pseudo-sequence HLA-DQA10101-DQB10501. The binding affinity (normalized) is 0.241. (3) The peptide sequence is KKWNSITVMPLLCGIGC. The MHC is HLA-DQA10201-DQB10301 with pseudo-sequence HLA-DQA10201-DQB10301. The binding affinity (normalized) is 0.733. (4) The peptide sequence is PSSASPWSWPDLDLK. The MHC is DRB4_0103 with pseudo-sequence DRB4_0103. The binding affinity (normalized) is 0. (5) The peptide sequence is KPTGAGPKDNGGACG. The MHC is HLA-DQA10401-DQB10402 with pseudo-sequence HLA-DQA10401-DQB10402. The binding affinity (normalized) is 0. (6) The peptide sequence is PNYLALLVKYVDGDG. The MHC is DRB3_0101 with pseudo-sequence DRB3_0101. The binding affinity (normalized) is 0.123.